This data is from Reaction yield outcomes from USPTO patents with 853,638 reactions. The task is: Predict the reaction yield, written as a fraction of the theoretical maximum amount of product (1.0 means a 100% yield; for example, 0.34 means a 34% yield). (1) The reactants are [Br:1][C:2]1[CH:7]=[C:6]([NH2:8])[C:5]([N+:9]([O-])=O)=[CH:4][N:3]=1.[CH3:12][O:13][C:14]([NH:16][C:17](=NC(OC)=O)SC)=[O:15]. The catalyst is C(O)(=O)C.[Fe]. The product is [Br:1][C:2]1[N:3]=[CH:4][C:5]2[N:9]=[C:17]([NH:16][C:14](=[O:15])[O:13][CH3:12])[NH:8][C:6]=2[CH:7]=1. The yield is 1.00. (2) The reactants are [CH3:1][O:2][C:3]1[C:4]2[CH2:12][NH:11][CH2:10][CH2:9][C:5]=2[N:6]=[CH:7][N:8]=1.Br[C:14]1[CH:15]=[N:16][CH:17]=[C:18]([C:20]([F:23])([F:22])[F:21])[CH:19]=1.C(=O)([O-])[O-].[Cs+].[Cs+].CC(C1C=C(C(C)C)C(C2C=CC=CC=2P(C2CCCCC2)C2CCCCC2)=C(C(C)C)C=1)C. The catalyst is C1C=CC(/C=C/C(/C=C/C2C=CC=CC=2)=O)=CC=1.C1C=CC(/C=C/C(/C=C/C2C=CC=CC=2)=O)=CC=1.C1C=CC(/C=C/C(/C=C/C2C=CC=CC=2)=O)=CC=1.[Pd].[Pd].O1CCOCC1. The product is [CH3:1][O:2][C:3]1[C:4]2[CH2:12][N:11]([C:14]3[CH:15]=[N:16][CH:17]=[C:18]([C:20]([F:23])([F:22])[F:21])[CH:19]=3)[CH2:10][CH2:9][C:5]=2[N:6]=[CH:7][N:8]=1. The yield is 0.340. (3) The reactants are [N+:1]([C:4]1[C:9](=O)[NH:8][CH:7]=[C:6]([C:11]2[C:16]([C:17]([F:20])([F:19])[F:18])=[CH:15][CH:14]=[CH:13][N:12]=2)[CH:5]=1)([O-:3])=[O:2].S(Cl)([Cl:23])=O. The catalyst is CN(C=O)C. The product is [Cl:23][C:9]1[N:8]=[CH:7][C:6]([C:11]2[C:16]([C:17]([F:20])([F:19])[F:18])=[CH:15][CH:14]=[CH:13][N:12]=2)=[CH:5][C:4]=1[N+:1]([O-:3])=[O:2]. The yield is 0.930. (4) The yield is 0.900. The catalyst is C(OCC)(=O)C. The product is [ClH:40].[CH3:23][NH:22][C:21]([C:20]1[N:19]=[C:18]([C:25]([F:28])([F:26])[F:27])[N:15]2[CH2:16][CH2:17][N:12]([C:10](=[O:11])[CH2:9][C@H:8]([NH2:7])[CH2:29][C:30]3[CH:35]=[C:34]([F:36])[C:33]([F:37])=[CH:32][C:31]=3[F:38])[CH2:13][C:14]=12)=[O:24]. The reactants are C(OC(=O)[NH:7][C@H:8]([CH2:29][C:30]1[CH:35]=[C:34]([F:36])[C:33]([F:37])=[CH:32][C:31]=1[F:38])[CH2:9][C:10]([N:12]1[CH2:17][CH2:16][N:15]2[C:18]([C:25]([F:28])([F:27])[F:26])=[N:19][C:20]([C:21](=[O:24])[NH:22][CH3:23])=[C:14]2[CH2:13]1)=[O:11])(C)(C)C.[ClH:40]. (5) The reactants are OS(O)(=O)=O.[O:6]=[CH:7][C@@H:8]([C@@H:10]([C@@H:12]([CH2:14][OH:15])[OH:13])[OH:11])[OH:9].[CH3:16]O. No catalyst specified. The product is [OH:6][CH2:7][C@@H:8]1[C@@H:10]([OH:11])[C@@H:12]([OH:13])[C@@H:14]([O:15][CH3:16])[O:9]1. The yield is 0.910. (6) The reactants are [Cl:1][C:2]1[CH:9]=[CH:8][C:5]([C:6]#[N:7])=[C:4]([O:10][C:11]2[CH:16]=[CH:15][CH:14]=[C:13]([CH:17]=O)[C:12]=2[OH:19])[CH:3]=1.CN.[C:22]([BH3-])#[N:23].[Na+].[C:26]([OH:33])(=[O:32])/[CH:27]=[CH:28]/[C:29]([OH:31])=[O:30]. The catalyst is C(OCC)(=O)C.C(O)(=O)C.CO. The product is [C:26]([OH:33])(=[O:32])/[CH:27]=[CH:28]/[C:29]([OH:31])=[O:30].[Cl:1][C:2]1[CH:9]=[CH:8][C:5]([C:6]#[N:7])=[C:4]([O:10][C:11]2[CH:16]=[CH:15][CH:14]=[C:13]([CH2:17][NH:23][CH3:22])[C:12]=2[OH:19])[CH:3]=1. The yield is 0.580.